This data is from Reaction yield outcomes from USPTO patents with 853,638 reactions. The task is: Predict the reaction yield, written as a fraction of the theoretical maximum amount of product (1.0 means a 100% yield; for example, 0.34 means a 34% yield). (1) The reactants are [N:1]1[CH:6]=[CH:5][C:4]([N:7]2[CH2:12][CH2:11][CH:10]([C:13](Cl)=[O:14])[CH2:9][CH2:8]2)=[CH:3][CH:2]=1.[CH3:16][CH:17]1[CH2:22][NH:21][CH:20]([CH3:23])[CH2:19][N:18]1[S:24]([C:27]1[CH:36]=[CH:35][C:34]2[C:29](=[CH:30][CH:31]=[CH:32][CH:33]=2)[CH:28]=1)(=[O:26])=[O:25]. No catalyst specified. The product is [CH3:16][CH:17]1[CH2:22][N:21]([C:13]([CH:10]2[CH2:11][CH2:12][N:7]([C:4]3[CH:5]=[CH:6][N:1]=[CH:2][CH:3]=3)[CH2:8][CH2:9]2)=[O:14])[CH:20]([CH3:23])[CH2:19][N:18]1[S:24]([C:27]1[CH:36]=[CH:35][C:34]2[C:29](=[CH:30][CH:31]=[CH:32][CH:33]=2)[CH:28]=1)(=[O:26])=[O:25]. The yield is 0.130. (2) The yield is 0.930. The catalyst is CO. The reactants are [CH3:1][CH:2]([N:4]1[C:12](/[CH:13]=[CH:14]/[C@H:15]([OH:24])[CH2:16][C@H:17]([OH:23])[CH2:18][C:19]([O:21]C)=[O:20])=[C:11]([C:25]2[CH:30]=[CH:29][C:28]([F:31])=[CH:27][CH:26]=2)[C:10]2[C:5]1=[CH:6][CH:7]=[CH:8][CH:9]=2)[CH3:3].C1CCCCC1.[OH-].[Na+:39]. The product is [CH3:3][CH:2]([N:4]1[C:12](/[CH:13]=[CH:14]/[CH:15]([OH:24])[CH2:16][CH:17]([OH:23])[CH2:18][C:19]([O-:21])=[O:20])=[C:11]([C:25]2[CH:26]=[CH:27][C:28]([F:31])=[CH:29][CH:30]=2)[C:10]2[CH:9]=[CH:8][CH:7]=[CH:6][C:5]1=2)[CH3:1].[Na+:39]. (3) The catalyst is C(Cl)Cl. The product is [OH:23][C:22]1[C:21]2[C:16](=[CH:17][CH:18]=[CH:19][CH:20]=2)[C@@:15]([CH3:29])([CH2:24][CH2:25][CH:26]([CH3:28])[CH3:27])[C:14](=[O:30])[C:13]=1[C:8]1[NH:7][C:6]2[CH:31]=[CH:32][C:3]([NH:2][C:33](=[O:35])[CH3:34])=[CH:4][C:5]=2[S:10](=[O:12])(=[O:11])[N:9]=1. The yield is 0.900. The reactants are Cl.[NH2:2][C:3]1[CH:32]=[CH:31][C:6]2[NH:7][C:8]([C:13]3[C:14](=[O:30])[C@:15]([CH3:29])([CH2:24][CH2:25][CH:26]([CH3:28])[CH3:27])[C:16]4[C:21]([C:22]=3[OH:23])=[CH:20][CH:19]=[CH:18][CH:17]=4)=[N:9][S:10](=[O:12])(=[O:11])[C:5]=2[CH:4]=1.[C:33](OC(=O)C)(=[O:35])[CH3:34].N1C=CC=CC=1.